Dataset: Forward reaction prediction with 1.9M reactions from USPTO patents (1976-2016). Task: Predict the product of the given reaction. (1) The product is: [ClH:45].[ClH:45].[F:44][C:2]([F:1])([F:43])[C@H:3]([N:30]1[CH2:34][CH2:33][C@H:32]([NH2:35])[CH2:31]1)[C:4]1[CH:5]=[CH:6][C:7]2[N:8]([C:10]([C:13]3[CH:22]=[CH:21][C:20]4[C:15](=[C:16]([O:24][C@H:25]([CH3:29])[CH2:26][O:27][CH3:28])[CH:17]=[C:18]([F:23])[CH:19]=4)[N:14]=3)=[N:11][N:12]=2)[CH:9]=1. Given the reactants [F:1][C:2]([F:44])([F:43])[C@H:3]([N:30]1[CH2:34][CH2:33][C@H:32]([NH:35]C(=O)OC(C)(C)C)[CH2:31]1)[C:4]1[CH:5]=[CH:6][C:7]2[N:8]([C:10]([C:13]3[CH:22]=[CH:21][C:20]4[C:15](=[C:16]([O:24][C@H:25]([CH3:29])[CH2:26][O:27][CH3:28])[CH:17]=[C:18]([F:23])[CH:19]=4)[N:14]=3)=[N:11][N:12]=2)[CH:9]=1.[ClH:45], predict the reaction product. (2) Given the reactants [C:1](Cl)(=[O:5])C(Cl)=O.[Cl:7][C:8]1[CH:13]=[CH:12][C:11]([C:14]2[S:18][C:17]([C:19](O)=[O:20])=[C:16]([C:22]3[CH:27]=[CH:26][C:25]([S:28](=[O:31])(=[O:30])[NH2:29])=[CH:24][CH:23]=3)[C:15]=2[N:32]([CH3:34])[CH3:33])=[CH:10][CH:9]=1.[CH3:35][N:36]([CH:38]=O)[CH3:37].[CH2:40]([N:42](CC)CC)C, predict the reaction product. The product is: [Cl:7][C:8]1[CH:9]=[CH:10][C:11]([C:14]2[S:18][C:17]([C:19]([N:42]([O:5][CH3:1])[CH3:40])=[O:20])=[C:16]([C:22]3[CH:27]=[CH:26][C:25]([S:28](=[O:31])(=[O:30])[N:29]=[CH:35][N:36]([CH3:38])[CH3:37])=[CH:24][CH:23]=3)[C:15]=2[N:32]([CH3:33])[CH3:34])=[CH:12][CH:13]=1. (3) Given the reactants [H-].[Na+].[CH3:3][CH:4]([OH:6])[CH3:5].Cl[C:8]1[C:13]([C:14]([OH:16])=[O:15])=[CH:12][N:11]=[C:10]([Cl:17])[C:9]=1[Cl:18].Cl, predict the reaction product. The product is: [Cl:18][C:9]1[C:10]([Cl:17])=[N:11][CH:12]=[C:13]([C:8]=1[O:6][CH:4]([CH3:5])[CH3:3])[C:14]([OH:16])=[O:15]. (4) The product is: [CH2:20]([N:27]1[CH:31]=[C:30]([C:8]2[C:7]([C:14]#[N:15])=[C:6]([OH:16])[C:5]([OH:4])=[CH:10][C:9]=2[C:11]#[N:12])[CH:29]=[N:28]1)[C:21]1[CH:26]=[CH:25][CH:24]=[CH:23][CH:22]=1. Given the reactants C([O:4][C:5]1[CH:10]=[C:9]([C:11]#[N:12])[C:8](Br)=[C:7]([C:14]#[N:15])[C:6]=1[O:16]C(=O)C)(=O)C.[CH2:20]([N:27]1[CH:31]=[C:30](B2OC(C)(C)C(C)(C)O2)[CH:29]=[N:28]1)[C:21]1[CH:26]=[CH:25][CH:24]=[CH:23][CH:22]=1, predict the reaction product. (5) Given the reactants [C:1]([O:5][C:6]([N:8]1[CH2:17][CH2:16][C:15]2[C:10](=[CH:11][C:12]([O:20][CH3:21])=[C:13]([O:18][CH3:19])[CH:14]=2)[CH:9]1[CH2:22][C:23]1[CH:28]=[CH:27][C:26](Br)=[CH:25][CH:24]=1)=[O:7])([CH3:4])([CH3:3])[CH3:2].B(O)(O)[C:31]1[S:39][C:38]2[C:33](=[CH:34][CH:35]=[CH:36][CH:37]=2)[CH:32]=1.[C:42](=O)(O)[O-].[Na+], predict the reaction product. The product is: [C:1]([O:5][C:6]([N:8]1[CH2:17][CH2:16][C:15]2[C:10](=[C:11]([CH3:42])[C:12]([O:20][CH3:21])=[C:13]([O:18][CH3:19])[CH:14]=2)[CH:9]1[CH2:22][C:23]1[CH:28]=[CH:27][C:26]([C:31]2[S:39][C:38]3[CH:37]=[CH:36][CH:35]=[CH:34][C:33]=3[CH:32]=2)=[CH:25][CH:24]=1)=[O:7])([CH3:4])([CH3:3])[CH3:2]. (6) Given the reactants [F:1][C:2]([F:33])([F:32])[C:3]1[CH:4]=[C:5]([C:9]#[C:10][C:11]2[N:15]3[CH:16]=[CH:17][CH:18]=[CH:19][C:14]3=[N:13][C:12]=2[CH2:20][N:21]2C(=O)C3C(=CC=CC=3)C2=O)[CH:6]=[CH:7][CH:8]=1.O.NN, predict the reaction product. The product is: [F:33][C:2]([F:1])([F:32])[C:3]1[CH:4]=[C:5]([C:9]#[C:10][C:11]2[N:15]3[CH:16]=[CH:17][CH:18]=[CH:19][C:14]3=[N:13][C:12]=2[CH2:20][NH2:21])[CH:6]=[CH:7][CH:8]=1. (7) Given the reactants [CH2:1]([N:8]1[CH2:14][CH2:13][CH2:12][N:11]([CH2:15][C:16]2[CH:21]=[CH:20][CH:19]=[CH:18][CH:17]=2)[CH2:10][CH:9]1[C:22]([O-])=[O:23])[C:2]1[CH:7]=[CH:6][CH:5]=[CH:4][CH:3]=1.[H-].[Al+3].[Li+].[H-].[H-].[H-], predict the reaction product. The product is: [CH2:1]([N:8]1[CH2:14][CH2:13][CH2:12][N:11]([CH2:15][C:16]2[CH:21]=[CH:20][CH:19]=[CH:18][CH:17]=2)[CH2:10][CH:9]1[CH2:22][OH:23])[C:2]1[CH:3]=[CH:4][CH:5]=[CH:6][CH:7]=1. (8) Given the reactants [CH2:1]([C:3]1[N:4]=[CH:5][S:6][C:7]=1[CH2:8][S:9][C:10]1[N:15]=[C:14]([OH:16])[CH:13]=[C:12]([C:17]([F:20])([F:19])[F:18])[N:11]=1)[CH3:2].[CH3:21][O-].[Na+].IC, predict the reaction product. The product is: [CH2:1]([C:3]1[N:4]=[CH:5][S:6][C:7]=1[CH2:8][S:9][C:10]1[N:15]=[C:14]([O:16][CH3:21])[CH:13]=[C:12]([C:17]([F:20])([F:19])[F:18])[N:11]=1)[CH3:2]. (9) Given the reactants Cl.N1C=CC(C[N:9]([C@:13]([CH2:23][C:24]2[CH:29]=[CH:28][C:27]([OH:30])=[CH:26][CH:25]=2)([CH3:22])[C:14]([NH:16][CH2:17][CH2:18][CH:19]([CH3:21])[CH3:20])=[O:15])C(=O)O)=CC=1.C1CC=CCC=1, predict the reaction product. The product is: [OH:30][C:27]1[CH:26]=[CH:25][C:24]([CH2:23][C@@:13]([NH2:9])([CH3:22])[C:14]([NH:16][CH2:17][CH2:18][CH:19]([CH3:20])[CH3:21])=[O:15])=[CH:29][CH:28]=1.